From a dataset of Forward reaction prediction with 1.9M reactions from USPTO patents (1976-2016). Predict the product of the given reaction. (1) Given the reactants [NH2:1][C@H:2]([C:7]([OH:9])=[O:8])[CH2:3][CH2:4][S:5][CH3:6].S(Cl)(Cl)=O.[CH3:14]O, predict the reaction product. The product is: [NH2:1][C@H:2]([C:7]([O:9][CH3:14])=[O:8])[CH2:3][CH2:4][S:5][CH3:6]. (2) Given the reactants [ClH:1].FC1C=C(NC(NC(=O)CC2C=CC=CC=2)=S)C=CC=1OC1C=CN=C2C=C(C(NC[C@H]3CCNC3)=O)SC=12.[F:41][C:42]1[CH:71]=[C:70]([NH:72][C:73]([NH:75][C:76](=[O:84])[CH2:77][C:78]2[CH:83]=[CH:82][CH:81]=[CH:80][CH:79]=2)=[S:74])[CH:69]=[CH:68][C:43]=1[O:44][C:45]1[CH:50]=[CH:49][N:48]=[C:47]2[CH:51]=[C:52]([C:54]([NH:56][CH2:57][CH2:58][N:59](C)[C:60](=O)OC(C)(C)C)=[O:55])[S:53][C:46]=12, predict the reaction product. The product is: [ClH:1].[F:41][C:42]1[CH:71]=[C:70]([NH:72][C:73]([NH:75][C:76](=[O:84])[CH2:77][C:78]2[CH:79]=[CH:80][CH:81]=[CH:82][CH:83]=2)=[S:74])[CH:69]=[CH:68][C:43]=1[O:44][C:45]1[CH:50]=[CH:49][N:48]=[C:47]2[CH:51]=[C:52]([C:54]([NH:56][CH2:57][CH2:58][NH:59][CH3:60])=[O:55])[S:53][C:46]=12.[ClH:1]. (3) Given the reactants [H-].[Na+].[Br:3][C:4]1[CH:12]=[CH:11][CH:10]=[C:9]2[C:5]=1[CH:6]=[CH:7][NH:8]2.[F:13][C:14]1[CH:21]=[CH:20][C:17]([CH2:18]Br)=[CH:16][CH:15]=1, predict the reaction product. The product is: [Br:3][C:4]1[CH:12]=[CH:11][CH:10]=[C:9]2[C:5]=1[CH:6]=[CH:7][N:8]2[CH2:18][C:17]1[CH:20]=[CH:21][C:14]([F:13])=[CH:15][CH:16]=1.